This data is from Catalyst prediction with 721,799 reactions and 888 catalyst types from USPTO. The task is: Predict which catalyst facilitates the given reaction. (1) Reactant: [S:1]1[C:5]2[CH:6]=[CH:7][CH:8]=[CH:9][C:4]=2[N:3]=[C:2]1[S:10][CH2:11][CH2:12][N:13]1[CH2:18][CH2:17][N:16]([CH2:19][C:20]([NH:22][C:23]2[C:24]([CH3:34])=[N:25][C:26]([CH3:33])=[CH:27][C:28]=2[C:29]([F:32])([F:31])[F:30])=[O:21])[CH2:15][CH2:14]1.[ClH:35].N1C=CC=CC=1. Product: [ClH:35].[ClH:35].[S:1]1[C:5]2[CH:6]=[CH:7][CH:8]=[CH:9][C:4]=2[N:3]=[C:2]1[S:10][CH2:11][CH2:12][N:13]1[CH2:14][CH2:15][N:16]([CH2:19][C:20]([NH:22][C:23]2[C:24]([CH3:34])=[N:25][C:26]([CH3:33])=[CH:27][C:28]=2[C:29]([F:32])([F:31])[F:30])=[O:21])[CH2:17][CH2:18]1. The catalyst class is: 8. (2) Reactant: [F:1][C:2]1[CH:21]=[CH:20][C:5]2[C:6]([C:9]3[CH:14]=[CH:13][C:12]([O:15][CH2:16][C@H:17]4[CH2:19][O:18]4)=[CH:11][CH:10]=3)=[N:7][O:8][C:4]=2[CH:3]=1.[F:22][C:23]([F:33])([F:32])[C:24]1[CH:31]=[CH:30][CH:29]=[CH:28][C:25]=1[CH2:26][NH2:27]. Product: [F:1][C:2]1[CH:21]=[CH:20][C:5]2[C:6]([C:9]3[CH:14]=[CH:13][C:12]([O:15][CH2:16][C@H:17]([OH:18])[CH2:19][NH:27][CH2:26][C:25]4[CH:28]=[CH:29][CH:30]=[CH:31][C:24]=4[C:23]([F:22])([F:32])[F:33])=[CH:11][CH:10]=3)=[N:7][O:8][C:4]=2[CH:3]=1. The catalyst class is: 8. (3) Reactant: [CH2:1]([O:3][C:4]([C:6]1[NH:7][C:8]2[C:13]([CH:14]=1)=[CH:12][C:11]([O:15]C)=[C:10]([Cl:17])[CH:9]=2)=[O:5])[CH3:2].B(Br)(Br)Br.C(OCC)(=O)C. Product: [CH2:1]([O:3][C:4]([C:6]1[NH:7][C:8]2[C:13]([CH:14]=1)=[CH:12][C:11]([OH:15])=[C:10]([Cl:17])[CH:9]=2)=[O:5])[CH3:2]. The catalyst class is: 4. (4) Reactant: [CH2:1]([O:3][C:4]([C:6]1[CH2:7][CH2:8][N:9]([C:13]([O:15][C:16]([CH3:19])([CH3:18])[CH3:17])=[O:14])[CH2:10][C:11]=1[NH2:12])=[O:5])[CH3:2].[BH-](OC(C)=O)(OC(C)=O)OC(C)=O.[Na+]. Product: [CH2:1]([O:3][C:4]([CH:6]1[CH2:7][CH2:8][N:9]([C:13]([O:15][C:16]([CH3:19])([CH3:18])[CH3:17])=[O:14])[CH2:10][CH:11]1[NH2:12])=[O:5])[CH3:2]. The catalyst class is: 477.